Dataset: Reaction yield outcomes from USPTO patents with 853,638 reactions. Task: Predict the reaction yield, written as a fraction of the theoretical maximum amount of product (1.0 means a 100% yield; for example, 0.34 means a 34% yield). The reactants are [Cl:1][C:2]1[CH:3]=[C:4]2[C:8](=[CH:9][C:10]=1[Cl:11])[C:7](=O)[O:6]/[C:5]/2=[CH:13]\[C:14]1[CH:19]=[CH:18][C:17]([F:20])=[C:16]([C:21]([N:23]2[CH2:28][CH2:27][CH:26]([O:29][CH3:30])[CH2:25][CH2:24]2)=[O:22])[CH:15]=1.O.[NH2:32][NH2:33]. The catalyst is O.CN(C)C=O. The product is [Cl:1][C:2]1[CH:3]=[C:4]2[C:8](=[CH:9][C:10]=1[Cl:11])[C:7](=[O:6])[NH:33][N:32]=[C:5]2[CH2:13][C:14]1[CH:19]=[CH:18][C:17]([F:20])=[C:16]([C:21]([N:23]2[CH2:28][CH2:27][CH:26]([O:29][CH3:30])[CH2:25][CH2:24]2)=[O:22])[CH:15]=1. The yield is 0.350.